This data is from Forward reaction prediction with 1.9M reactions from USPTO patents (1976-2016). The task is: Predict the product of the given reaction. (1) Given the reactants CC1C=CC(S(O[CH2:12][CH:13]2[O:17][C:16]3[C:18]4[CH:19]5[CH2:29][CH2:28][CH:22]([C:23]=4[C:24]([O:26][CH3:27])=[CH:25][C:15]=3[CH2:14]2)[CH2:21][CH2:20]5)(=O)=O)=CC=1.[N-:30]=[N+:31]=[N-:32].[Na+].N(CC1OC2C3C(C=CC=2C1)=CC=CC=3)=[N+]=[N-], predict the reaction product. The product is: [N:30]([CH2:12][CH:13]1[O:17][C:16]2[C:18]3[CH:19]4[CH2:29][CH2:28][CH:22]([C:23]=3[C:24]([O:26][CH3:27])=[CH:25][C:15]=2[CH2:14]1)[CH2:21][CH2:20]4)=[N+:31]=[N-:32]. (2) Given the reactants [Cl-].C([Al+]CC)C.C[Si]([C:11]#[N:12])(C)C.[C:13]([C:21]1[CH:30]=[CH:29][CH:28]=[CH:27][C:22]=1[C:23]([O:25]C)=[O:24])(=O)[C:14]1[CH:19]=[CH:18][CH:17]=[CH:16][CH:15]=1, predict the reaction product. The product is: [C:11]([C:13]1([C:14]2[CH:15]=[CH:16][CH:17]=[CH:18][CH:19]=2)[C:21]2[C:22](=[CH:27][CH:28]=[CH:29][CH:30]=2)[C:23](=[O:24])[O:25]1)#[N:12]. (3) Given the reactants [Cl:1][C:2]1[CH:9]=[CH:8][C:5]([CH:6]=O)=[C:4]([F:10])[N:3]=1.ClC(Cl)C.[NH:15]1[CH2:20][CH2:19][S:18](=[O:22])(=[O:21])[CH2:17][CH2:16]1.C(O[BH-](OC(=O)C)OC(=O)C)(=O)C.[Na+].C(=O)(O)[O-].[Na+], predict the reaction product. The product is: [Cl:1][C:2]1[N:3]=[C:4]([F:10])[C:5]([CH2:6][N:15]2[CH2:20][CH2:19][S:18](=[O:22])(=[O:21])[CH2:17][CH2:16]2)=[CH:8][CH:9]=1.